Dataset: Catalyst prediction with 721,799 reactions and 888 catalyst types from USPTO. Task: Predict which catalyst facilitates the given reaction. (1) Reactant: [Br:1][C:2]1[CH:3]=[N:4][CH:5]=[C:6]([O:8][CH2:9][CH2:10]Br)[CH:7]=1.[O:12]([S:14]([CH3:16])=[O:15])[Na].CS(C)=O. Product: [Br:1][C:2]1[CH:3]=[N:4][CH:5]=[C:6]([O:8][CH2:9][CH2:10][S:14]([CH3:16])(=[O:15])=[O:12])[CH:7]=1. The catalyst class is: 6. (2) Reactant: [F:1][C:2]1[CH:14]=[CH:13][C:5]([C:6]([O:8][C:9]([CH3:12])([CH3:11])[CH3:10])=[O:7])=[CH:4][C:3]=1[CH2:15][NH:16][CH3:17].[CH2:18]([O:25][C:26]([NH:28][CH2:29][C:30](O)=[O:31])=[O:27])[C:19]1[CH:24]=[CH:23][CH:22]=[CH:21][CH:20]=1.C1C=CC2N(O)N=NC=2C=1.O.C1CCC(N=C=NC2CCCCC2)CC1. Product: [F:1][C:2]1[CH:14]=[CH:13][C:5]([C:6]([O:8][C:9]([CH3:11])([CH3:12])[CH3:10])=[O:7])=[CH:4][C:3]=1[CH2:15][NH:16][CH2:17][C:30](=[O:31])[CH2:29][NH:28][C:26]([O:25][CH2:18][C:19]1[CH:20]=[CH:21][CH:22]=[CH:23][CH:24]=1)=[O:27]. The catalyst class is: 85.